The task is: Predict the reactants needed to synthesize the given product.. This data is from Full USPTO retrosynthesis dataset with 1.9M reactions from patents (1976-2016). (1) Given the product [C:23]([NH:31][C:32](=[O:33])[N:2]([CH3:1])[CH2:3][C:4]1[CH:5]=[CH:6][C:7]([C:10]([N:12]2[CH2:18][C:17]3([CH3:20])[CH2:19][CH:13]2[CH2:14][C:15]([CH3:22])([CH3:21])[CH2:16]3)=[O:11])=[CH:8][CH:9]=1)(=[O:30])[C:24]1[CH:29]=[CH:28][CH:27]=[CH:26][CH:25]=1, predict the reactants needed to synthesize it. The reactants are: [CH3:1][NH:2][CH2:3][C:4]1[CH:9]=[CH:8][C:7]([C:10]([N:12]2[CH2:18][C:17]3([CH3:20])[CH2:19][CH:13]2[CH2:14][C:15]([CH3:22])([CH3:21])[CH2:16]3)=[O:11])=[CH:6][CH:5]=1.[C:23]([N:31]=[C:32]=[O:33])(=[O:30])[C:24]1[CH:29]=[CH:28][CH:27]=[CH:26][CH:25]=1. (2) Given the product [C:15]([O:4][CH2:3][C@@H:2]([C:5]([OH:7])=[O:6])[NH2:1])(=[O:18])[CH2:16][CH3:17], predict the reactants needed to synthesize it. The reactants are: [NH2:1][C@H:2]([C:5]([OH:7])=[O:6])[CH2:3][OH:4].FC(F)(F)C(O)=O.[C:15](Cl)(=[O:18])[CH2:16][CH3:17]. (3) Given the product [C:1]([NH:11][C:12]1[CH:13]=[CH:14][C:15]([C:18](=[O:25])[CH2:19][CH2:20][C:21]([OH:23])=[O:22])=[CH:16][CH:17]=1)(=[O:9])[CH2:2][CH2:3][CH2:4][CH2:5][CH2:6][CH2:7][CH3:8], predict the reactants needed to synthesize it. The reactants are: [C:1](Cl)(=[O:9])[CH2:2][CH2:3][CH2:4][CH2:5][CH2:6][CH2:7][CH3:8].[NH2:11][C:12]1[CH:17]=[CH:16][C:15]([C:18](=[O:25])[CH2:19][CH2:20][C:21]([O:23]C)=[O:22])=[CH:14][CH:13]=1.